The task is: Binary Classification. Given a drug SMILES string, predict its activity (active/inactive) in a high-throughput screening assay against a specified biological target.. This data is from Choline transporter screen with 302,306 compounds. (1) The compound is s1sc(=S)c(c1N)C(OCC)=O. The result is 1 (active). (2) The compound is s1c(C2=NN(C(C2)c2c(OC)c(OC)ccc2)C(=O)CSc2sc=3n(n2)CCCC(=O)N3)ccc1. The result is 0 (inactive). (3) The result is 0 (inactive). The molecule is S(c1nc2c(c(C(=O)NCCCOCC)c1)cccc2)c1sc(nn1)C.